This data is from Forward reaction prediction with 1.9M reactions from USPTO patents (1976-2016). The task is: Predict the product of the given reaction. (1) Given the reactants [C:1]1([C:7]2[N:11]([C:12]3[CH:13]=C([CH:17]=[CH:18][N:19]=3)C#N)[N:10]=[CH:9][CH:8]=2)[CH:6]=[CH:5][CH:4]=[CH:3][CH:2]=1.[OH-:20].[Na+].[CH3:22][CH2:23][OH:24], predict the reaction product. The product is: [C:1]1([C:7]2[N:11]([C:12]3[CH:13]=[C:22]([CH:17]=[CH:18][N:19]=3)[C:23]([OH:20])=[O:24])[N:10]=[CH:9][CH:8]=2)[CH:6]=[CH:5][CH:4]=[CH:3][CH:2]=1. (2) Given the reactants C(NC(C)C)(C)C.[Li]CCCC.[Li+].CC([N-]C(C)C)C.C(OP(Cl)(OCC)=O)C.[C:30]([O:34][CH2:35][CH2:36][CH2:37][CH2:38][C:39]([CH3:44])([CH3:43])[CH2:40][C:41]#[CH:42])([CH3:33])([CH3:32])[CH3:31].[F:45][C:46]([F:54])([F:53])[C:47]([C:49]([F:52])([F:51])[F:50])=[O:48], predict the reaction product. The product is: [C:30]([O:34][CH2:35][CH2:36][CH2:37][CH2:38][C:39]([CH3:44])([CH3:43])[CH2:40][C:41]#[C:42][C:47]([C:49]([F:52])([F:51])[F:50])([OH:48])[C:46]([F:54])([F:53])[F:45])([CH3:31])([CH3:32])[CH3:33]. (3) Given the reactants [C:1]([O:5][C:6]([N:8]1[C@H:13]([C:14](O)=[O:15])[CH2:12][C@:11]2([CH2:17][O:18][CH:19]3[CH2:24][CH2:23][CH2:22][CH2:21][O:20]3)[C@H:9]1[CH2:10]2)=[O:7])([CH3:4])([CH3:3])[CH3:2].ClC(N(C)C)=C(C)C.[F:33][C:34]1[C:40]([O:41][C:42]([F:45])([F:44])[F:43])=[CH:39][CH:38]=[CH:37][C:35]=1[NH2:36].CCN(C(C)C)C(C)C, predict the reaction product. The product is: [C:1]([O:5][C:6]([N:8]1[C@H:13]([C:14](=[O:15])[NH:36][C:35]2[CH:37]=[CH:38][CH:39]=[C:40]([O:41][C:42]([F:43])([F:44])[F:45])[C:34]=2[F:33])[CH2:12][C@:11]2([CH2:17][O:18][CH:19]3[CH2:24][CH2:23][CH2:22][CH2:21][O:20]3)[C@H:9]1[CH2:10]2)=[O:7])([CH3:3])([CH3:2])[CH3:4]. (4) Given the reactants [Si:1]([O:18][C@H:19]1[CH2:28][C:27]2[C:26]([OH:29])=[CH:25][CH:24]=[CH:23][C:22]=2[CH2:21][CH2:20]1)([C:14]([CH3:17])([CH3:16])[CH3:15])([C:8]1[CH:13]=[CH:12][CH:11]=[CH:10][CH:9]=1)[C:2]1[CH:7]=[CH:6][CH:5]=[CH:4][CH:3]=1.C(N(CC)CC)C.[F:37][C:38]([F:49])([F:48])[C:39](O[C:39](=[O:40])[C:38]([F:49])([F:48])[F:37])=[O:40].[NH4+].[OH-], predict the reaction product. The product is: [F:37][C:38]([F:49])([F:48])[C:39]([O:29][C:26]1[C:27]2[CH2:28][C@H:19]([O:18][Si:1]([C:14]([CH3:16])([CH3:17])[CH3:15])([C:8]3[CH:13]=[CH:12][CH:11]=[CH:10][CH:9]=3)[C:2]3[CH:7]=[CH:6][CH:5]=[CH:4][CH:3]=3)[CH2:20][CH2:21][C:22]=2[CH:23]=[CH:24][CH:25]=1)=[O:40]. (5) Given the reactants [F:1][C:2]1[CH:7]=[CH:6][CH:5]=[CH:4][C:3]=1[CH2:8]O.C1(P(C2C=CC=CC=2)C2C=CC=CC=2)C=CC=CC=1.C(Br)(Br)(Br)[Br:30], predict the reaction product. The product is: [Br:30][CH2:8][C:3]1[CH:4]=[CH:5][CH:6]=[CH:7][C:2]=1[F:1]. (6) Given the reactants [C:1]1([C:7]2[N:8]=[CH:9][NH:10][CH:11]=2)[CH:6]=[CH:5][CH:4]=[CH:3][CH:2]=1.[H-].[Na+].I[CH3:15], predict the reaction product. The product is: [CH3:15][N:8]1[C:7]([C:1]2[CH:2]=[CH:3][CH:4]=[CH:5][CH:6]=2)=[CH:11][N:10]=[CH:9]1. (7) The product is: [C:1]([O:5][C:6]([NH:8][C:9]1[C:13]2=[N:14][CH:15]=[C:16]([CH:18]([CH3:19])[CH3:20])[CH:17]=[C:12]2[O:11][C:10]=1[C:21]([OH:23])=[O:22])=[O:7])([CH3:2])([CH3:4])[CH3:3]. Given the reactants [C:1]([O:5][C:6]([NH:8][C:9]1[C:13]2=[N:14][CH:15]=[C:16]([CH:18]([CH3:20])[CH3:19])[CH:17]=[C:12]2[O:11][C:10]=1[C:21]([O:23]CC)=[O:22])=[O:7])([CH3:4])([CH3:3])[CH3:2].[Li+].[OH-].C1COCC1.O, predict the reaction product. (8) Given the reactants Br[C:2]1[CH:3]=[C:4]2[C:9](=[CH:10][CH:11]=1)[CH:8]=[N:7][CH2:6]/[C:5]/2=[CH:12]\[NH:13][CH2:14][C:15]1[CH:20]=[CH:19][C:18]([O:21][CH2:22][CH2:23][CH3:24])=[C:17]([OH:25])[CH:16]=1.[S:26]1[CH:30]=[CH:29][C:28](B(O)O)=[CH:27]1.C(=O)([O-])[O-].[Na+].[Na+], predict the reaction product. The product is: [OH:25][C:17]1[CH:16]=[C:15]([CH:20]=[CH:19][C:18]=1[O:21][CH2:22][CH2:23][CH3:24])[CH2:14][NH:13]/[CH:12]=[C:5]1\[CH2:6][N:7]=[CH:8][C:9]2[C:4]\1=[CH:3][C:2]([C:28]1[CH:29]=[CH:30][S:26][CH:27]=1)=[CH:11][CH:10]=2.